The task is: Predict the product of the given reaction.. This data is from Forward reaction prediction with 1.9M reactions from USPTO patents (1976-2016). The product is: [ClH:1].[CH3:2][O:3][C:4]1[CH:5]=[C:6]2[C:11](=[CH:12][CH:13]=1)[O:10][C:9](=[O:14])[CH:8]=[C:7]2[NH:15][CH:16]1[CH2:21][CH2:20][N:19]([CH2:22][C:24]2[CH:32]=[CH:31][C:27]([C:28]([OH:30])=[O:29])=[CH:26][CH:25]=2)[CH2:18][CH2:17]1. Given the reactants [ClH:1].[CH3:2][O:3][C:4]1[CH:5]=[C:6]2[C:11](=[CH:12][CH:13]=1)[O:10][C:9](=[O:14])[CH:8]=[C:7]2[NH:15][CH:16]1[CH2:21][CH2:20][NH:19][CH2:18][CH2:17]1.[CH:22]([C:24]1[CH:32]=[CH:31][C:27]([C:28]([OH:30])=[O:29])=[CH:26][CH:25]=1)=O, predict the reaction product.